Dataset: hERG channel blocking data for cardiac toxicity assessment. Task: Regression/Classification. Given a drug SMILES string, predict its toxicity properties. Task type varies by dataset: regression for continuous values (e.g., LD50, hERG inhibition percentage) or binary classification for toxic/non-toxic outcomes (e.g., AMES mutagenicity, cardiotoxicity, hepatotoxicity). Dataset: herg. The molecule is CC1CCN(c2c(F)c(N)c3c4c2OC[C@@H](C)[C@@H]4C=C(C(=O)O)C3=O)CC1. The result is 0 (non-blocker).